From a dataset of Full USPTO retrosynthesis dataset with 1.9M reactions from patents (1976-2016). Predict the reactants needed to synthesize the given product. (1) Given the product [CH:20]1([C:26]2[C:27]3[CH:28]=[CH:29][C:30]([C:57]([NH:72][S:69]([C:66]4([CH2:64][CH3:65])[CH2:68][CH2:67]4)(=[O:71])=[O:70])=[O:58])=[CH:31][C:32]=3[N:33]3[CH2:39][C:38]([C:40]([N:42]4[CH:43]5[CH2:49][CH2:48][CH:47]4[CH2:46][N:45]([CH3:50])[CH2:44]5)=[O:41])=[CH:37][C:36]4[CH:51]=[C:52]([O:55][CH3:56])[CH:53]=[CH:54][C:35]=4[C:34]=23)[CH2:25][CH2:24][CH2:23][CH2:22][CH2:21]1, predict the reactants needed to synthesize it. The reactants are: C1N=CN(C(N2C=NC=C2)=O)C=1.OC(C(F)(F)F)=O.[CH:20]1([C:26]2[C:27]3[CH:28]=[CH:29][C:30]([C:57](OC(C)(C)C)=[O:58])=[CH:31][C:32]=3[N:33]3[CH2:39][C:38]([C:40]([N:42]4[CH:47]5[CH2:48][CH2:49][CH:43]4[CH2:44][N:45]([CH3:50])[CH2:46]5)=[O:41])=[CH:37][C:36]4[CH:51]=[C:52]([O:55][CH3:56])[CH:53]=[CH:54][C:35]=4[C:34]=23)[CH2:25][CH2:24][CH2:23][CH2:22][CH2:21]1.[CH2:64]([C:66]1([S:69]([NH2:72])(=[O:71])=[O:70])[CH2:68][CH2:67]1)[CH3:65].C1CCN2C(=NCCC2)CC1. (2) Given the product [Br:25][C:22]1[CH:21]=[C:16]([CH:15]=[C:14]([C:11](=[O:13])[CH2:12][C:32]([N:26]2[CH2:31][CH2:30][O:29][CH2:28][CH2:27]2)=[O:33])[C:23]=1[OH:24])[C:17]([O:19][CH3:20])=[O:18], predict the reactants needed to synthesize it. The reactants are: C[Si]([N-][Si](C)(C)C)(C)C.[Li+].[C:11]([C:14]1[CH:15]=[C:16]([CH:21]=[C:22]([Br:25])[C:23]=1[OH:24])[C:17]([O:19][CH3:20])=[O:18])(=[O:13])[CH3:12].[N:26]1([C:32](Cl)=[O:33])[CH2:31][CH2:30][O:29][CH2:28][CH2:27]1.C(Cl)Cl.